Task: Predict the product of the given reaction.. Dataset: Forward reaction prediction with 1.9M reactions from USPTO patents (1976-2016) (1) The product is: [N+:1]([C:4]1[CH:5]=[C:6]2[C:10](=[CH:11][CH:12]=1)[NH:9][CH:8]=[C:7]2[CH:15]1[CH2:16][CH2:17][C:13](=[O:18])[CH2:14]1)([O-:3])=[O:2]. Given the reactants [N+:1]([C:4]1[CH:5]=[C:6]2[C:10](=[CH:11][CH:12]=1)[NH:9][CH:8]=[CH:7]2)([O-:3])=[O:2].[C:13]1(=[O:18])[CH2:17][CH2:16][CH:15]=[CH:14]1, predict the reaction product. (2) Given the reactants [C:9](O[C:9]([O:11][C:12]([CH3:15])([CH3:14])[CH3:13])=[O:10])([O:11][C:12]([CH3:15])([CH3:14])[CH3:13])=[O:10].[CH3:16][CH:17]1[CH2:22][CH2:21][NH:20][CH2:19][CH:18]1[C:23]([OH:25])=[O:24].C(N(CC)CC)C, predict the reaction product. The product is: [C:12]([O:11][C:9]([N:20]1[CH2:21][CH2:22][CH:17]([CH3:16])[CH:18]([C:23]([OH:25])=[O:24])[CH2:19]1)=[O:10])([CH3:13])([CH3:14])[CH3:15].